This data is from Full USPTO retrosynthesis dataset with 1.9M reactions from patents (1976-2016). The task is: Predict the reactants needed to synthesize the given product. Given the product [Cl:1][C:2]1[N:10]=[CH:9][C:8]([F:12])=[CH:7][C:3]=1[C:4]([NH2:6])=[O:5], predict the reactants needed to synthesize it. The reactants are: [Cl:1][C:2]1[N:10]=[C:9](Cl)[C:8]([F:12])=[CH:7][C:3]=1[C:4]([NH2:6])=[O:5].C([O-])(=O)C.[K+].CCOC(C)=O.[H][H].